This data is from Full USPTO retrosynthesis dataset with 1.9M reactions from patents (1976-2016). The task is: Predict the reactants needed to synthesize the given product. (1) Given the product [S:1]([N:11]1[C:15]2=[N:16][CH:17]=[C:18]([CH2:20][NH:21][C:22]([C@@H:24]3[CH2:29][CH2:28][CH2:27][N:26]([C:30]([O:32][C:33]([CH3:36])([CH3:35])[CH3:34])=[O:31])[CH2:25]3)=[S:46])[N:19]=[C:14]2[CH:13]=[CH:12]1)([C:4]1[CH:10]=[CH:9][C:7]([CH3:8])=[CH:6][CH:5]=1)(=[O:3])=[O:2], predict the reactants needed to synthesize it. The reactants are: [S:1]([N:11]1[C:15]2=[N:16][CH:17]=[C:18]([CH2:20][NH:21][C:22]([C@@H:24]3[CH2:29][CH2:28][CH2:27][N:26]([C:30]([O:32][C:33]([CH3:36])([CH3:35])[CH3:34])=[O:31])[CH2:25]3)=O)[N:19]=[C:14]2[CH:13]=[CH:12]1)([C:4]1[CH:10]=[CH:9][C:7]([CH3:8])=[CH:6][CH:5]=1)(=[O:3])=[O:2].COC1C=CC(P2(SP(C3C=CC(OC)=CC=3)(=S)S2)=[S:46])=CC=1.CCOC(C)=O. (2) The reactants are: [O:1]=[C:2]1[C:7]2[NH:8][C:9]3[CH:10]=[CH:11][CH:12]=[CH:13][C:14]=3[C:6]=2[N:5]=[C:4]([S:15][CH2:16][C:17]([O:19][C:20]([CH3:23])([CH3:22])[CH3:21])=[O:18])[N:3]1[C:24]1[CH:29]=[CH:28][CH:27]=[CH:26][CH:25]=1.[H-].[Na+].Br[CH2:33][C:34]#[N:35]. Given the product [C:34]([CH2:33][N:8]1[C:9]2[CH:10]=[CH:11][CH:12]=[CH:13][C:14]=2[C:6]2[N:5]=[C:4]([S:15][CH2:16][C:17]([O:19][C:20]([CH3:22])([CH3:23])[CH3:21])=[O:18])[N:3]([C:24]3[CH:29]=[CH:28][CH:27]=[CH:26][CH:25]=3)[C:2](=[O:1])[C:7]1=2)#[N:35], predict the reactants needed to synthesize it. (3) Given the product [C:1]([C:5]1[CH:9]=[C:8]([NH:10][C:25]2[C:26]([C:31]([O:33][CH2:34][CH3:35])=[O:32])=[N:27][CH:28]=[CH:29][CH:30]=2)[N:7]([C:11]2[C:16]([CH3:38])=[CH:15][CH:14]=[CH:13][C:12]=2[CH3:18])[N:6]=1)([CH3:3])([CH3:2])[CH3:4], predict the reactants needed to synthesize it. The reactants are: [C:1]([C:5]1[CH:9]=[C:8]([NH2:10])[N:7]([C:11]2[CH:16]=[C:15](C)[CH:14]=[CH:13][C:12]=2[CH3:18])[N:6]=1)([CH3:4])([CH3:3])[CH3:2].FC(F)(F)S(O[C:25]1[C:26]([C:31]([O:33][CH2:34][CH3:35])=[O:32])=[N:27][CH:28]=[CH:29][CH:30]=1)(=O)=O.[CH:38]1C=CC(P(C2C(C3C(P(C4C=CC=CC=4)C4C=CC=CC=4)=CC=C4C=3C=CC=C4)=C3C(C=CC=C3)=CC=2)C2C=CC=CC=2)=CC=1.C([O-])([O-])=O.[Cs+].[Cs+]. (4) Given the product [OH:15][CH:8]([C:9]1[CH:10]=[CH:11][CH:12]=[CH:13][CH:14]=1)[CH2:7][N:6]1[C:2]2[N:1]=[CH:19][NH:21][C:16](=[O:18])[C:3]=2[CH:4]=[N:5]1, predict the reactants needed to synthesize it. The reactants are: [NH2:1][C:2]1[N:6]([CH2:7][CH:8]([OH:15])[C:9]2[CH:14]=[CH:13][CH:12]=[CH:11][CH:10]=2)[N:5]=[CH:4][C:3]=1[C:16]([OH:18])=O.[CH:19]([NH2:21])=O. (5) Given the product [CH3:12][C:8]1[O:9][CH:10]=[CH:11][C:7]=1[C:5]1[C:4]([C:13]2[CH:18]=[CH:17][N:16]=[C:15]([CH3:19])[CH:14]=2)=[CH:3][N:30]=[C:29]([N:25]2[CH2:26][CH2:27][CH2:28][CH:23]([CH3:22])[CH2:24]2)[N:31]=1, predict the reactants needed to synthesize it. The reactants are: CN(C)[CH:3]=[C:4]([C:13]1[CH:18]=[CH:17][N:16]=[C:15]([CH3:19])[CH:14]=1)[C:5]([C:7]1[CH:11]=[CH:10][O:9][C:8]=1[CH3:12])=O.Cl.[CH3:22][CH:23]1[CH2:28][CH2:27][CH2:26][N:25]([C:29](=[NH:31])[NH2:30])[CH2:24]1.CC(C)([O-])C.[K+]. (6) Given the product [F:1][C:2]1[CH:3]=[CH:4][C:5]([N:8]2[C:11](=[O:12])[C@H:10]([S:13][CH2:14][CH:15]([C:17]3[CH:18]=[CH:19][C:20]([F:23])=[CH:21][CH:22]=3)[OH:16])[C@H:9]2[C:24]2[CH:25]=[CH:26][C:27]([O:28][CH2:29][C:30]([NH:32][C@H:33]([C:39]([NH:45][C@@H:46]([C:54]([OH:56])=[O:55])[CH2:47][C:48]3[CH:53]=[CH:52][CH:51]=[CH:50][CH:49]=3)=[O:41])[CH2:34][CH2:35][C:36](=[O:38])[NH2:37])=[O:31])=[CH:42][CH:43]=2)=[CH:6][CH:7]=1, predict the reactants needed to synthesize it. The reactants are: [F:1][C:2]1[CH:7]=[CH:6][C:5]([N:8]2[C:11](=[O:12])[C@H:10]([S:13][CH2:14][CH:15]([C:17]3[CH:22]=[CH:21][C:20]([F:23])=[CH:19][CH:18]=3)[OH:16])[C@H:9]2[C:24]2[CH:43]=[CH:42][C:27]([O:28][CH2:29][C:30]([NH:32][C@H:33]([C:39]([OH:41])=O)[CH2:34][CH2:35][C:36](=[O:38])[NH2:37])=[O:31])=[CH:26][CH:25]=2)=[CH:4][CH:3]=1.Cl.[NH2:45][C@@H:46]([C:54]([O:56]C(C)(C)C)=[O:55])[CH2:47][C:48]1[CH:53]=[CH:52][CH:51]=[CH:50][CH:49]=1.CN1CCOCC1.CN(C(ON1N=NC2C=CC=CC1=2)=[N+](C)C)C.[B-](F)(F)(F)F. (7) Given the product [C:3]([O:25][C:24](=[O:27])[NH:23][CH:20]1[CH2:19][CH2:18][N:17]([C:11]2[CH:12]=[C:13]([O:14][CH2:15][CH3:16])[C:3]3[C:2]([NH2:1])=[C:6]([C:7](=[O:8])[NH2:9])[S:5][C:4]=3[CH:10]=2)[CH2:22][CH2:21]1)([CH3:13])([CH3:4])[CH3:2], predict the reactants needed to synthesize it. The reactants are: [NH2:1][C:2]1[C:3]2[C:13]([O:14][CH2:15][CH3:16])=[CH:12][C:11]([N:17]3[CH2:22][CH2:21][CH:20]([NH2:23])[CH2:19][CH2:18]3)=[CH:10][C:4]=2[S:5][C:6]=1[C:7]([NH2:9])=[O:8].[C:24](=[O:27])([O-])[O-:25].[K+].[K+]. (8) Given the product [CH3:24][O:25][C:26]1[CH:31]=[C:30]([O:32][CH3:33])[N:29]=[C:28]([O:1][CH:2]([C:7]([O:20][CH3:21])([C:8]2[CH:13]=[CH:12][CH:11]=[CH:10][CH:9]=2)[C:14]2[CH:19]=[CH:18][CH:17]=[CH:16][CH:15]=2)[C:3]([O:5][CH3:6])=[O:4])[N:27]=1, predict the reactants needed to synthesize it. The reactants are: [OH:1][CH:2]([C:7]([O:20][CH3:21])([C:14]1[CH:19]=[CH:18][CH:17]=[CH:16][CH:15]=1)[C:8]1[CH:13]=[CH:12][CH:11]=[CH:10][CH:9]=1)[C:3]([O:5][CH3:6])=[O:4].[H-].[Na+].[CH3:24][O:25][C:26]1[CH:31]=[C:30]([O:32][CH3:33])[N:29]=[C:28](S(C)(=O)=O)[N:27]=1.O. (9) Given the product [Cl:15][C:16]1[CH:17]=[C:18]2[C:27](=[C:28]([Cl:30])[CH:29]=1)[C:21]1([CH2:26][CH2:25][N:24]([C:10](=[O:12])[CH2:9][C:4]3[CH:5]=[CH:6][CH:7]=[CH:8][C:3]=3[C:2]([F:1])([F:14])[F:13])[CH2:23][CH2:22]1)[NH:20][C:19]2=[O:31], predict the reactants needed to synthesize it. The reactants are: [F:1][C:2]([F:14])([F:13])[C:3]1[CH:8]=[CH:7][CH:6]=[CH:5][C:4]=1[CH2:9][C:10]([OH:12])=O.[Cl:15][C:16]1[CH:17]=[C:18]2[C:27](=[C:28]([Cl:30])[CH:29]=1)[C:21]1([CH2:26][CH2:25][NH:24][CH2:23][CH2:22]1)[NH:20][C:19]2=[O:31].